This data is from hERG potassium channel inhibition data for cardiac toxicity prediction from Karim et al.. The task is: Regression/Classification. Given a drug SMILES string, predict its toxicity properties. Task type varies by dataset: regression for continuous values (e.g., LD50, hERG inhibition percentage) or binary classification for toxic/non-toxic outcomes (e.g., AMES mutagenicity, cardiotoxicity, hepatotoxicity). Dataset: herg_karim. The compound is Cc1nc2ccccc2c(=O)n1-c1ccc(OC2CCN(C3CCCC3)CC2)cc1. The result is 0 (non-blocker).